The task is: Predict the product of the given reaction.. This data is from Forward reaction prediction with 1.9M reactions from USPTO patents (1976-2016). (1) Given the reactants [Cl:1][C:2]1[CH:7]=[C:6]2[NH:8][C:9](=[O:37])[C:10]3([CH:15]([C:16]4[CH:21]=[CH:20][CH:19]=[C:18]([Cl:22])[CH:17]=4)[CH2:14][C:13](=[O:23])[NH:12][CH:11]3[C:24]3[CH:29]=[C:28](I)[CH:27]=[C:26]([O:31][CH3:32])[C:25]=3[O:33][CH2:34][CH2:35][OH:36])[C:5]2=[CH:4][CH:3]=1.C[Si]([C:42]#[CH:43])(C)C.C(N(CC)CC)C.[OH-].[Na+], predict the reaction product. The product is: [Cl:1][C:2]1[CH:7]=[C:6]2[NH:8][C:9](=[O:37])[C:10]3([CH:15]([C:16]4[CH:21]=[CH:20][CH:19]=[C:18]([Cl:22])[CH:17]=4)[CH2:14][C:13](=[O:23])[NH:12][CH:11]3[C:24]3[CH:29]=[C:28]([C:42]#[CH:43])[CH:27]=[C:26]([O:31][CH3:32])[C:25]=3[O:33][CH2:34][CH2:35][OH:36])[C:5]2=[CH:4][CH:3]=1. (2) Given the reactants [Br:1][C:2]1[CH:3]=[CH:4][CH:5]=[C:6]2[C:11]=1[N:10]=[CH:9][CH:8]=[CH:7]2.[I:12]N1C(=O)CCC1=O, predict the reaction product. The product is: [Br:1][C:2]1[CH:3]=[CH:4][CH:5]=[C:6]2[C:11]=1[N:10]=[CH:9][C:8]([I:12])=[CH:7]2. (3) Given the reactants [F:1][C:2]1[CH:7]=[CH:6][C:5]([N:8]2C(=O)[C@H:10]([S:13][CH2:14][C:15]([C:17]3[CH:22]=[CH:21][C:20]([F:23])=[CH:19][CH:18]=3)=[O:16])[C@H:9]2[C:24]2[CH:38]=[CH:37][C:27]([O:28][CH2:29][C:30]([NH:32][CH2:33][C:34]([OH:36])=O)=[O:31])=[CH:26][CH:25]=2)=[CH:4][CH:3]=1.CN1CCOCC1.CN(C(ON1N=NC2C=CC=CC1=2)=[N+](C)C)C.[B-](F)(F)(F)F.[CH3:68][NH:69][C:70]([CH3:75])([CH3:74])[C:71]([OH:73])=[O:72].[BH4-].[Na+].[CH3:78][OH:79], predict the reaction product. The product is: [F:1][C:2]1[CH:7]=[CH:6][C:5]([N:8]2[C:78](=[O:79])[C@H:10]([S:13][CH2:14][CH:15]([C:17]3[CH:22]=[CH:21][C:20]([F:23])=[CH:19][CH:18]=3)[OH:16])[C@H:9]2[C:24]2[CH:38]=[CH:37][C:27]([O:28][CH2:29][C:30]([NH:32][CH2:33][C:34]([N:69]([CH3:68])[C:70]([CH3:75])([C:71]([OH:73])=[O:72])[CH3:74])=[O:36])=[O:31])=[CH:26][CH:25]=2)=[CH:4][CH:3]=1.